This data is from Forward reaction prediction with 1.9M reactions from USPTO patents (1976-2016). The task is: Predict the product of the given reaction. (1) The product is: [F:26][C:18]1[C:19]([O:24][CH3:25])=[CH:20][C:21]([O:22][CH3:23])=[C:2]([F:1])[C:3]=1[CH2:4][O:5][C:6]1[CH:11]=[N:10][C:9]([NH:12][C:13]2[CH:17]=[N:16][N:15]([CH2:39][C:40]([O:42][CH2:43][CH3:44])=[O:41])[CH:14]=2)=[N:8][CH:7]=1. Given the reactants [F:1][C:2]1[C:21]([O:22][CH3:23])=[CH:20][C:19]([O:24][CH3:25])=[C:18]([F:26])[C:3]=1[CH2:4][O:5][C:6]1[CH:7]=[N:8][C:9]([NH:12][C:13]2[CH:14]=[N:15][NH:16][CH:17]=2)=[N:10][CH:11]=1.C(=O)([O-])[O-].[K+].[K+].CN(C)C=O.Br[CH2:39][C:40]([O:42][CH2:43][CH3:44])=[O:41], predict the reaction product. (2) Given the reactants [CH2:1]([N:8]1[C:16]2[C:11](=[CH:12][C:13]([OH:17])=[CH:14][CH:15]=2)[C:10]([C:18]([O:20]CC)=[O:19])=[C:9]1[CH3:23])[C:2]1[CH:7]=[CH:6][CH:5]=[CH:4][CH:3]=1.[OH-].[Na+], predict the reaction product. The product is: [CH2:1]([N:8]1[C:16]2[C:11](=[CH:12][C:13]([OH:17])=[CH:14][CH:15]=2)[C:10]([C:18]([OH:20])=[O:19])=[C:9]1[CH3:23])[C:2]1[CH:3]=[CH:4][CH:5]=[CH:6][CH:7]=1. (3) Given the reactants [CH3:1][O-:2].[Na+].C([O:6][C:7]([C:9]1[CH:13]=[C:12]([C:14]2[CH:19]=[CH:18][C:17]([Cl:20])=[CH:16][N:15]=2)[N:11]([C:21]2[N:22]=[N:23][C:24](Cl)=[CH:25][CH:26]=2)[N:10]=1)=[O:8])C, predict the reaction product. The product is: [Cl:20][C:17]1[CH:18]=[CH:19][C:14]([C:12]2[N:11]([C:21]3[N:22]=[N:23][C:24]([O:2][CH3:1])=[CH:25][CH:26]=3)[N:10]=[C:9]([C:7]([OH:6])=[O:8])[CH:13]=2)=[N:15][CH:16]=1. (4) Given the reactants Cl.[N:2]([O-:4])=O.[Na+].[CH2:6]1[CH2:11][CH:10]([C:12]([OH:14])=[O:13])[NH:9][CH2:8][CH2:7]1, predict the reaction product. The product is: [N:2]([N:9]1[CH2:8][CH2:7][CH2:6][CH2:11][CH:10]1[C:12]([OH:14])=[O:13])=[O:4]. (5) The product is: [NH2:24][C:25]1[N:30]([CH3:31])[C:29](=[O:32])[C:28]([CH3:34])([CH3:33])[C@:27]([C:36]2[CH:41]=[C:40]([NH:44][C:45]3[CH:52]=[CH:51][C:48]([C:49]#[N:50])=[CH:47][C:46]=3[O:53][C:54]([F:55])([F:56])[F:57])[CH:39]=[CH:38][C:37]=2[F:43])([CH3:35])[N:26]=1. Given the reactants COC1C=CC(C([NH:24][C:25]2[N:30]([CH3:31])[C:29](=[O:32])[C:28]([CH3:34])([CH3:33])[C@:27]([C:36]3[CH:41]=[C:40](Br)[CH:39]=[CH:38][C:37]=3[F:43])([CH3:35])[N:26]=2)(C2C=CC(OC)=CC=2)C2C=CC=CC=2)=CC=1.[NH2:44][C:45]1[CH:52]=[CH:51][C:48]([C:49]#[N:50])=[CH:47][C:46]=1[O:53][C:54]([F:57])([F:56])[F:55], predict the reaction product. (6) Given the reactants Br[CH2:2][C:3]([C:5]1[CH:10]=[CH:9][CH:8]=[C:7]([Cl:11])[CH:6]=1)=[O:4].[C:12]1(=[O:22])[NH:16][C:15](=[O:17])[C:14]2=[CH:18][CH:19]=[CH:20][CH:21]=[C:13]12.[K], predict the reaction product. The product is: [Cl:11][C:7]1[CH:6]=[C:5]([C:3](=[O:4])[CH2:2][N:16]2[C:12](=[O:22])[C:13]3[C:14](=[CH:18][CH:19]=[CH:20][CH:21]=3)[C:15]2=[O:17])[CH:10]=[CH:9][CH:8]=1. (7) The product is: [F:1][C:2]1[CH:11]=[CH:10][C:5]([C:6]([O:8][CH3:9])=[O:7])=[C:4]([NH:12][C:13]([N:15]2[CH2:19][CH2:18][CH2:17][CH2:16]2)=[S:14])[CH:3]=1. Given the reactants [F:1][C:2]1[CH:11]=[CH:10][C:5]([C:6]([O:8][CH3:9])=[O:7])=[C:4]([N:12]=[C:13]=[S:14])[CH:3]=1.[NH:15]1[CH2:19][CH2:18][CH2:17][CH2:16]1.O, predict the reaction product.